From a dataset of Catalyst prediction with 721,799 reactions and 888 catalyst types from USPTO. Predict which catalyst facilitates the given reaction. (1) Reactant: [Cl:1][C:2]1[CH:7]=[C:6]([Cl:8])[CH:5]=[CH:4][C:3]=1[CH:9]([N:11]1[C:15]([CH:16]=O)=[CH:14][C:13]([O:18][CH:19]([CH3:21])[CH3:20])=[N:12]1)[CH3:10].C(OP([CH2:30][C:31]([O:33][CH2:34][CH3:35])=[O:32])(OCC)=O)C.[H-].[Na+].O. Product: [Cl:1][C:2]1[CH:7]=[C:6]([Cl:8])[CH:5]=[CH:4][C:3]=1[CH:9]([N:11]1[C:15]([CH:16]=[CH:30][C:31]([O:33][CH2:34][CH3:35])=[O:32])=[CH:14][C:13]([O:18][CH:19]([CH3:21])[CH3:20])=[N:12]1)[CH3:10]. The catalyst class is: 213. (2) Reactant: C([N:8](CC1C=CC=CC=1)[CH2:9][CH:10]([OH:48])[CH2:11][N:12]1[CH2:23][CH2:22][N:21]([CH2:24][C:25]([O:27][C:28]([CH3:31])([CH3:30])[CH3:29])=[O:26])[CH2:20][CH2:19][N:18]([CH2:32][C:33]([O:35][C:36]([CH3:39])([CH3:38])[CH3:37])=[O:34])[CH2:17][CH2:16][N:15]([CH2:40][C:41]([O:43][C:44]([CH3:47])([CH3:46])[CH3:45])=[O:42])[CH2:14][CH2:13]1)C1C=CC=CC=1.O. Product: [NH2:8][CH2:9][CH:10]([OH:48])[CH2:11][N:12]1[CH2:23][CH2:22][N:21]([CH2:24][C:25]([O:27][C:28]([CH3:31])([CH3:30])[CH3:29])=[O:26])[CH2:20][CH2:19][N:18]([CH2:32][C:33]([O:35][C:36]([CH3:37])([CH3:38])[CH3:39])=[O:34])[CH2:17][CH2:16][N:15]([CH2:40][C:41]([O:43][C:44]([CH3:47])([CH3:46])[CH3:45])=[O:42])[CH2:14][CH2:13]1. The catalyst class is: 19.